This data is from Reaction yield outcomes from USPTO patents with 853,638 reactions. The task is: Predict the reaction yield, written as a fraction of the theoretical maximum amount of product (1.0 means a 100% yield; for example, 0.34 means a 34% yield). The reactants are [NH3:1].CO[C:4](=[O:38])[CH:5]([NH:30][C:31]([O:33][C:34]([CH3:37])([CH3:36])[CH3:35])=[O:32])[CH2:6][CH2:7][O:8][C:9]1[CH:14]=[CH:13][C:12]([CH2:15][CH2:16][CH2:17][CH2:18][NH:19][C:20]([O:22][CH2:23][C:24]2[CH:29]=[CH:28][CH:27]=[CH:26][CH:25]=2)=[O:21])=[CH:11][CH:10]=1. The catalyst is CO. The product is [CH2:23]([O:22][C:20](=[O:21])[NH:19][CH2:18][CH2:17][CH2:16][CH2:15][C:12]1[CH:13]=[CH:14][C:9]([O:8][CH2:7][CH2:6][CH:5]([NH:30][C:31]([O:33][C:34]([CH3:37])([CH3:35])[CH3:36])=[O:32])[C:4](=[O:38])[NH2:1])=[CH:10][CH:11]=1)[C:24]1[CH:25]=[CH:26][CH:27]=[CH:28][CH:29]=1. The yield is 0.630.